Task: Predict the reactants needed to synthesize the given product.. Dataset: Full USPTO retrosynthesis dataset with 1.9M reactions from patents (1976-2016) (1) Given the product [CH2:20]([C:14]1([CH2:22][CH3:23])[C:13](=[O:24])[CH:12]([CH3:25])[NH:11][C:15]1=[O:16])[CH3:21], predict the reactants needed to synthesize it. The reactants are: C(OC([NH:11][CH:12]([CH3:25])[C:13](=[O:24])[C:14]([CH2:22][CH3:23])([CH2:20][CH3:21])[C:15](OCC)=[O:16])=O)C1C=CC=CC=1. (2) Given the product [O:1]1[CH2:6][CH2:5][N:4]([CH2:7][C:8]2[CH:9]=[CH:10][C:11]([C:14]3[NH:37][C:17]4=[N:18][CH:19]=[CH:20][C:21]([C:22]5[CH:23]=[CH:24][C:25]([O:30][CH:31]6[CH2:36][CH2:35][O:34][CH2:33][CH2:32]6)=[C:26]([CH:29]=5)[C:27]#[N:28])=[C:16]4[CH:15]=3)=[CH:12][CH:13]=2)[CH2:3][CH2:2]1, predict the reactants needed to synthesize it. The reactants are: [O:1]1[CH2:6][CH2:5][N:4]([CH2:7][C:8]2[CH:13]=[CH:12][C:11]([C:14]3[N:37](S(C4C=CC=CC=4)(=O)=O)[C:17]4=[N:18][CH:19]=[CH:20][C:21]([C:22]5[CH:23]=[CH:24][C:25]([O:30][CH:31]6[CH2:36][CH2:35][O:34][CH2:33][CH2:32]6)=[C:26]([CH:29]=5)[C:27]#[N:28])=[C:16]4[CH:15]=3)=[CH:10][CH:9]=2)[CH2:3][CH2:2]1.[OH-].[Na+].CCO. (3) Given the product [CH3:31][N:21]1[CH2:20][CH2:19][C:17]2[N:18]=[C:13]([NH:12][C:9]3[CH:8]=[CH:7][C:6]([C:5]4[O:1][CH:2]=[N:3][CH:4]=4)=[CH:11][CH:10]=3)[N:14]=[C:15]([NH:23][CH2:24][CH:25]3[CH2:26][CH2:27][O:28][CH2:29][CH2:30]3)[C:16]=2[CH2:22]1, predict the reactants needed to synthesize it. The reactants are: [O:1]1[C:5]([C:6]2[CH:11]=[CH:10][C:9]([NH:12][C:13]3[N:14]=[C:15]([NH:23][CH2:24][CH:25]4[CH2:30][CH2:29][O:28][CH2:27][CH2:26]4)[C:16]4[CH2:22][NH:21][CH2:20][CH2:19][C:17]=4[N:18]=3)=[CH:8][CH:7]=2)=[CH:4][N:3]=[CH:2]1.[C:31](O)(=O)C.C=O. (4) Given the product [CH3:11][O:12][C:13]1[CH:46]=[CH:45][CH:44]=[CH:43][C:14]=1[O:15][C:16]1[CH:42]=[CH:41][CH:40]=[CH:39][C:17]=1[CH2:18][N:19]1[CH2:38][CH2:37][C:22]2([CH2:27][CH2:26][N:25]([C:28]([C:30]3[CH:35]=[CH:34][CH:33]=[CH:32][C:31]=3[NH:36][C:55](=[O:60])[C:56]([OH:58])=[O:57])=[O:29])[CH2:24][CH2:23]2)[CH2:21][CH2:20]1, predict the reactants needed to synthesize it. The reactants are: NC1C=CC=CC=1C(O)=O.[CH3:11][O:12][C:13]1[CH:46]=[CH:45][CH:44]=[CH:43][C:14]=1[O:15][C:16]1[CH:42]=[CH:41][CH:40]=[CH:39][C:17]=1[CH2:18][N:19]1[CH2:38][CH2:37][C:22]2([CH2:27][CH2:26][N:25]([C:28]([C:30]3[CH:35]=[CH:34][CH:33]=[CH:32][C:31]=3[NH2:36])=[O:29])[CH2:24][CH2:23]2)[CH2:21][CH2:20]1.NC1C=CC=CC=1.Cl[C:55](=[O:60])[C:56]([O:58]C)=[O:57].C(N(CC)CC)C.[OH-].[Li+].N. (5) The reactants are: [C:1]([O:5][C:6]([N:8]1[CH2:13][CH2:12][CH:11]([O:14][C:15]2[CH:20]=[CH:19][C:18]([C:21]3[S:25][C:24]4=[N:26][CH:27]=[C:28](I)[N:23]4[N:22]=3)=[CH:17][C:16]=2[O:30][CH3:31])[CH2:10][CH2:9]1)=[O:7])([CH3:4])([CH3:3])[CH3:2].[NH2:32][C:33]1[N:38]=[CH:37][C:36](B2OC(C)(C)C(C)(C)O2)=[CH:35][N:34]=1.O1CCOCC1.C([O-])([O-])=O.[K+].[K+]. Given the product [C:1]([O:5][C:6]([N:8]1[CH2:13][CH2:12][CH:11]([O:14][C:15]2[CH:20]=[CH:19][C:18]([C:21]3[S:25][C:24]4=[N:26][CH:27]=[C:28]([C:36]5[CH:35]=[N:34][C:33]([NH2:32])=[N:38][CH:37]=5)[N:23]4[N:22]=3)=[CH:17][C:16]=2[O:30][CH3:31])[CH2:10][CH2:9]1)=[O:7])([CH3:4])([CH3:3])[CH3:2], predict the reactants needed to synthesize it. (6) Given the product [S:1]1[CH:5]=[CH:4][C:3]2[CH:6]=[CH:7][CH:8]=[C:9]([O:10][CH2:24][CH2:23][C:13]3[N:14]=[C:15]([C:17]4[CH:22]=[CH:21][CH:20]=[CH:19][CH:18]=4)[O:16][C:12]=3[CH3:11])[C:2]1=2, predict the reactants needed to synthesize it. The reactants are: [S:1]1[CH:5]=[CH:4][C:3]2[CH:6]=[CH:7][CH:8]=[C:9]([OH:10])[C:2]1=2.[CH3:11][C:12]1[O:16][C:15]([C:17]2[CH:22]=[CH:21][CH:20]=[CH:19][CH:18]=2)=[N:14][C:13]=1[CH2:23][CH2:24]OS(C)(=O)=O.